Dataset: Full USPTO retrosynthesis dataset with 1.9M reactions from patents (1976-2016). Task: Predict the reactants needed to synthesize the given product. Given the product [Cl:46][C:41]1[CH:42]=[CH:43][CH:44]=[CH:45][C:40]=1[CH2:39][C:28]1[CH:29]=[C:30]([OH:31])[C:25](=[O:24])[NH:26][N:27]=1, predict the reactants needed to synthesize it. The reactants are: OC1C(=O)NN=C(CCC2C=CC=CC=2)C=1.C([O:24][C:25]1[N:26]=[N:27][C:28]([CH2:39][C:40]2[CH:45]=[CH:44][CH:43]=[CH:42][C:41]=2[Cl:46])=[CH:29][C:30]=1[O:31]CC1C=CC=CC=1)C1C=CC=CC=1.